This data is from Catalyst prediction with 721,799 reactions and 888 catalyst types from USPTO. The task is: Predict which catalyst facilitates the given reaction. (1) Reactant: Cl.[N:2]1([C:8]2[C:16]3[C:11](=[CH:12][CH:13]=[CH:14][CH:15]=3)[NH:10][N:9]=2)[CH2:7][CH2:6][NH:5][CH2:4][CH2:3]1.Cl[CH2:18][CH2:19][C:20]1[CH:21]=[C:22]2[C:27](=[CH:28][CH:29]=1)[NH:26][C:25](=[O:30])[CH:24]([CH3:31])[CH2:23]2.CO. Product: [NH:10]1[C:11]2[C:16](=[CH:15][CH:14]=[CH:13][CH:12]=2)[C:8]([N:2]2[CH2:7][CH2:6][N:5]([CH2:18][CH2:19][C:20]3[CH:21]=[C:22]4[C:27](=[CH:28][CH:29]=3)[NH:26][C:25](=[O:30])[CH:24]([CH3:31])[CH2:23]4)[CH2:4][CH2:3]2)=[N:9]1. The catalyst class is: 25. (2) Reactant: [O:1]1[C:10]2[C:5](=[CH:6][CH:7]=[CH:8][CH:9]=2)[CH:4]([O:11][C:12]2[C:20]3[N:19]=[C:18]([CH3:21])[N:17]([CH3:22])[C:16]=3[CH:15]=[C:14]([C:23]([OH:25])=O)[CH:13]=2)[CH2:3][CH2:2]1.[CH3:26][NH:27][CH2:28][CH2:29][OH:30].Cl.CN(C)CCCN=C=NCC.O.ON1C2C=CC=CC=2N=N1. Product: [O:1]1[C:10]2[C:5](=[CH:6][CH:7]=[CH:8][CH:9]=2)[CH:4]([O:11][C:12]2[C:20]3[N:19]=[C:18]([CH3:21])[N:17]([CH3:22])[C:16]=3[CH:15]=[C:14]([C:23]([N:27]([CH2:28][CH2:29][OH:30])[CH3:26])=[O:25])[CH:13]=2)[CH2:3][CH2:2]1. The catalyst class is: 9. (3) Reactant: [CH2:1]([C:6]1[CH:11]=[CH:10][C:9]([CH2:12][CH2:13][CH2:14][NH2:15])=[CH:8][CH:7]=1)[CH2:2][CH2:3][CH2:4][CH3:5].[CH2:16]([O:23][C:24]1[CH:29]=[CH:28][C:27]([C:30](=O)[CH2:31][CH2:32][C:33](=O)[CH3:34])=[CH:26][CH:25]=1)[C:17]1[CH:22]=[CH:21][CH:20]=[CH:19][CH:18]=1.O.C1(C)C=CC(S(O)(=O)=O)=CC=1. Product: [CH2:16]([O:23][C:24]1[CH:25]=[CH:26][C:27]([C:30]2[N:15]([CH2:14][CH2:13][CH2:12][C:9]3[CH:8]=[CH:7][C:6]([CH2:1][CH2:2][CH2:3][CH2:4][CH3:5])=[CH:11][CH:10]=3)[C:33]([CH3:34])=[CH:32][CH:31]=2)=[CH:28][CH:29]=1)[C:17]1[CH:18]=[CH:19][CH:20]=[CH:21][CH:22]=1. The catalyst class is: 11. (4) Reactant: N1C2C(=CC(O)=CC=2)C=N1.[NH:11]1[C:19]2[C:14](=[CH:15][C:16]([O:20][C@H:21]3[CH2:26][CH2:25][CH2:24][C@H:23]([N:27]4C(=O)C5C(=CC=CC=5)C4=O)[CH2:22]3)=[CH:17][CH:18]=2)[CH:13]=[N:12]1.C1(P(C2C=CC=CC=2)C2C=CC=CC=2)C=CC=CC=1.N(C(OCC1C=CC=CC=1)=O)=NC(OCC1C=CC=CC=1)=O.ClCCl.CN.C(O)C. Product: [NH:11]1[C:19]2[C:14](=[CH:15][C:16]([O:20][C@@H:21]3[CH2:26][CH2:25][CH2:24][C@H:23]([NH2:27])[CH2:22]3)=[CH:17][CH:18]=2)[CH:13]=[N:12]1. The catalyst class is: 7. (5) Product: [NH3:8].[Cl:1][C:2]1[CH:3]=[CH:4][C:5]([N:8]2[C:12]([CH3:13])=[N:11][N:10]=[C:9]2[N:14]2[CH2:19][CH2:18][C:17]3([C:23]4[CH:24]=[CH:25][CH:26]=[CH:27][C:22]=4[CH2:21][O:20]3)[CH2:16][CH2:15]2)=[CH:6][CH:7]=1. The catalyst class is: 632. Reactant: [Cl:1][C:2]1[CH:7]=[CH:6][C:5]([N:8]2[C:12]([CH3:13])=[N:11][N:10]=[C:9]2[N:14]2[CH2:19][CH2:18][C:17]3([C:23]4[CH:24]=[CH:25][CH:26]=[CH:27][C:22]=4[C:21](=O)[O:20]3)[CH2:16][CH2:15]2)=[CH:4][CH:3]=1.[OH-].[Na+].